This data is from Catalyst prediction with 721,799 reactions and 888 catalyst types from USPTO. The task is: Predict which catalyst facilitates the given reaction. (1) Reactant: C(=O)([O-])[O-].[Cs+].[Cs+].Br[CH2:8][CH2:9][O:10][C:11]1[CH:16]=[C:15]([F:17])[CH:14]=[C:13]([F:18])[CH:12]=1.[NH:19]1[CH:23]=[C:22](/[CH:24]=[CH:25]/[C:26]([NH:28][C:29]2[CH:34]=[CH:33][CH:32]=[CH:31][C:30]=2[NH:35][C:36](=[O:42])[O:37][C:38]([CH3:41])([CH3:40])[CH3:39])=[O:27])[CH:21]=[N:20]1. Product: [F:18][C:13]1[CH:12]=[C:11]([CH:16]=[C:15]([F:17])[CH:14]=1)[O:10][CH2:9][CH2:8][N:19]1[CH:23]=[C:22](/[CH:24]=[CH:25]/[C:26]([NH:28][C:29]2[CH:34]=[CH:33][CH:32]=[CH:31][C:30]=2[NH:35][C:36](=[O:42])[O:37][C:38]([CH3:40])([CH3:39])[CH3:41])=[O:27])[CH:21]=[N:20]1. The catalyst class is: 31. (2) Reactant: [Cl-].O[NH3+:3].[C:4](=[O:7])([O-])[OH:5].[Na+].CS(C)=O.[CH3:13][C:14]([CH3:51])([CH3:50])[CH2:15][O:16][C:17]1[N:22]=[CH:21][C:20]([N:23]2[C:28](=[O:29])[C:27]([CH2:30][C:31]3[CH:36]=[CH:35][C:34]([C:37]4[C:38]([C:43]#[N:44])=[CH:39][CH:40]=[CH:41][CH:42]=4)=[CH:33][CH:32]=3)=[C:26]([CH2:45][CH2:46][CH3:47])[N:25]=[C:24]2[CH2:48][CH3:49])=[CH:19][CH:18]=1. Product: [CH3:51][C:14]([CH3:50])([CH3:13])[CH2:15][O:16][C:17]1[N:22]=[CH:21][C:20]([N:23]2[C:28](=[O:29])[C:27]([CH2:30][C:31]3[CH:36]=[CH:35][C:34]([C:37]4[CH:42]=[CH:41][CH:40]=[CH:39][C:38]=4[C:43]4[NH:3][C:4](=[O:7])[O:5][N:44]=4)=[CH:33][CH:32]=3)=[C:26]([CH2:45][CH2:46][CH3:47])[N:25]=[C:24]2[CH2:48][CH3:49])=[CH:19][CH:18]=1. The catalyst class is: 13. (3) Reactant: [CH2:1]([O:8][C:9]1[C:17]2[N:16]=[C:15]([CH:18]([CH3:20])[CH3:19])[N:14]([CH3:21])[C:13]=2[CH:12]=[C:11](Br)[CH:10]=1)[C:2]1[CH:7]=[CH:6][CH:5]=[CH:4][CH:3]=1.C1(P(C2C=CC=CC=2)C2C=CC=CC=2)C=CC=CC=1.[CH3:42][NH:43][CH3:44].[C:45](=[O:47])=O. The catalyst class is: 167. Product: [CH3:42][N:43]([CH3:44])[C:45]([C:11]1[CH:10]=[C:9]([O:8][CH2:1][C:2]2[CH:7]=[CH:6][CH:5]=[CH:4][CH:3]=2)[C:17]2[N:16]=[C:15]([CH:18]([CH3:20])[CH3:19])[N:14]([CH3:21])[C:13]=2[CH:12]=1)=[O:47]. (4) Reactant: [CH3:1][N:2]1[CH2:7][CH2:6][NH:5][CH2:4][CH2:3]1.[CH2:8]([S:10]([C:13]1[CH:18]=[CH:17][C:16]([NH:19][C:20](=[O:28])[C@:21]([OH:27])([CH3:26])[C:22]([F:25])([F:24])[F:23])=[C:15]([Cl:29])[C:14]=1F)(=[O:12])=[O:11])[CH3:9].[Cl-].[NH4+]. The catalyst class is: 37. Product: [Cl:29][C:15]1[C:14]([N:5]2[CH2:6][CH2:7][N:2]([CH3:1])[CH2:3][CH2:4]2)=[C:13]([S:10]([CH2:8][CH3:9])(=[O:12])=[O:11])[CH:18]=[CH:17][C:16]=1[NH:19][C:20](=[O:28])[C@:21]([OH:27])([CH3:26])[C:22]([F:25])([F:24])[F:23].